Task: Regression. Given two drug SMILES strings and cell line genomic features, predict the synergy score measuring deviation from expected non-interaction effect.. Dataset: NCI-60 drug combinations with 297,098 pairs across 59 cell lines (1) Drug 1: CC1=C(C=C(C=C1)C(=O)NC2=CC(=CC(=C2)C(F)(F)F)N3C=C(N=C3)C)NC4=NC=CC(=N4)C5=CN=CC=C5. Drug 2: C1=CC=C(C=C1)NC(=O)CCCCCCC(=O)NO. Cell line: LOX IMVI. Synergy scores: CSS=7.51, Synergy_ZIP=0.669, Synergy_Bliss=2.71, Synergy_Loewe=-4.59, Synergy_HSA=-0.0799. (2) Drug 1: CC1OCC2C(O1)C(C(C(O2)OC3C4COC(=O)C4C(C5=CC6=C(C=C35)OCO6)C7=CC(=C(C(=C7)OC)O)OC)O)O. Drug 2: C1=NC2=C(N1)C(=S)N=CN2. Cell line: DU-145. Synergy scores: CSS=25.8, Synergy_ZIP=-12.7, Synergy_Bliss=-11.5, Synergy_Loewe=-11.6, Synergy_HSA=-7.35. (3) Drug 1: C1CCC(C1)C(CC#N)N2C=C(C=N2)C3=C4C=CNC4=NC=N3. Drug 2: COC1=NC(=NC2=C1N=CN2C3C(C(C(O3)CO)O)O)N. Cell line: CAKI-1. Synergy scores: CSS=3.02, Synergy_ZIP=-6.65, Synergy_Bliss=-11.8, Synergy_Loewe=-12.2, Synergy_HSA=-9.81. (4) Drug 1: CC1OCC2C(O1)C(C(C(O2)OC3C4COC(=O)C4C(C5=CC6=C(C=C35)OCO6)C7=CC(=C(C(=C7)OC)O)OC)O)O. Drug 2: C1CC(=O)NC(=O)C1N2C(=O)C3=CC=CC=C3C2=O. Cell line: HOP-92. Synergy scores: CSS=33.6, Synergy_ZIP=2.50, Synergy_Bliss=4.01, Synergy_Loewe=-15.1, Synergy_HSA=3.24.